This data is from Reaction yield outcomes from USPTO patents with 853,638 reactions. The task is: Predict the reaction yield, written as a fraction of the theoretical maximum amount of product (1.0 means a 100% yield; for example, 0.34 means a 34% yield). (1) The reactants are [N:1]([CH:4]1[CH2:9][C:8]([CH3:11])([CH3:10])[CH2:7][C:6]([CH3:12])=[CH:5]1)=[N+]=[N-].[ClH:13].C(C1(N)CC(C)(C)CC(C)(C)C1)C=C. The product is [ClH:13].[CH3:12][C:6]1[CH2:7][C:8]([CH3:11])([CH3:10])[CH2:9][CH:4]([NH2:1])[CH:5]=1. The yield is 0.570. No catalyst specified. (2) The reactants are [CH3:1][O:2][C:3]([C:5]1[C:6](Cl)=[N:7][C:8]([N:12]2[CH2:17][CH2:16][O:15][CH2:14][CH2:13]2)=[CH:9][C:10]=1[CH3:11])=[O:4].[CH:19]1(B(O)O)[CH2:21][CH2:20]1.[O-]P([O-])([O-])=O.[K+].[K+].[K+].C1(P(C2CCCCC2)C2CCCCC2)CCCCC1. The catalyst is C1(C)C=CC=CC=1.CC([O-])=O.CC([O-])=O.[Pd+2].O. The product is [CH3:1][O:2][C:3]([C:5]1[C:6]([CH:19]2[CH2:21][CH2:20]2)=[N:7][C:8]([N:12]2[CH2:17][CH2:16][O:15][CH2:14][CH2:13]2)=[CH:9][C:10]=1[CH3:11])=[O:4]. The yield is 0.800. (3) The reactants are N(OC(C)(C)C)=O.[CH3:8][O:9][C:10]1[CH:19]=[C:18]2[C:13]([CH:14]=[CH:15][CH:16]=[C:17]2N)=[CH:12][CH:11]=1.[ClH:21]. The catalyst is C(#N)C. The product is [Cl:21][C:17]1[CH:16]=[CH:15][CH:14]=[C:13]2[C:18]=1[CH:19]=[C:10]([O:9][CH3:8])[CH:11]=[CH:12]2. The yield is 0.410. (4) The reactants are Cl.[CH2:2]([NH:4][C:5]([N:7]1[N:11]=[CH:10][C:9]2([CH2:15][CH2:14][CH2:13][CH2:12]2)[CH2:8]1)=[NH:6])[CH3:3].[C:16]([NH:19][C:20]1[CH:25]=[CH:24][C:23]([S:26](Cl)(=[O:28])=[O:27])=[CH:22][CH:21]=1)(=[O:18])[CH3:17].C(N(CC)CC)C. The catalyst is ClCCl. The product is [CH2:8]1[C:9]2([CH2:15][CH2:14][CH2:13][CH2:12]2)[CH:10]=[N:11][N:7]1[C:5](=[N:6][S:26]([C:23]1[CH:22]=[CH:21][C:20]([NH:19][C:16](=[O:18])[CH3:17])=[CH:25][CH:24]=1)(=[O:28])=[O:27])[NH:4][CH2:2][CH3:3]. The yield is 0.770. (5) The reactants are [CH3:1][C:2]1[CH:11]=[N:10][C:9]2[C:4](=[CH:5][CH:6]=[CH:7][CH:8]=2)[N:3]=1.[Br:12]N1C(=O)CCC1=O.C1(C(OOC(=O)C2C=CC=CC=2)=O)C=CC=CC=1. The catalyst is C(Cl)(Cl)(Cl)Cl. The product is [Br:12][CH2:1][C:2]1[CH:11]=[N:10][C:9]2[C:4](=[CH:5][CH:6]=[CH:7][CH:8]=2)[N:3]=1. The yield is 0.460. (6) The catalyst is O.O1CCCC1. The yield is 1.00. The reactants are [CH2:1]1[O:5][C:4]2[CH:6]=[C:7]([OH:10])[CH:8]=[CH:9][C:3]=2[O:2]1.C([Mg]Cl)(C)C.[NH:16]1[C:26]2[C:21](=[CH:22][CH:23]=[CH:24][CH:25]=2)[C:19](=[O:20])[C:17]1=[O:18].[Cl-].[NH4+]. The product is [OH:20][C:19]1([C:8]2[C:7]([OH:10])=[CH:6][C:4]3[O:5][CH2:1][O:2][C:3]=3[CH:9]=2)[C:21]2[C:26](=[CH:25][CH:24]=[CH:23][CH:22]=2)[NH:16][C:17]1=[O:18].